Predict which catalyst facilitates the given reaction. From a dataset of Catalyst prediction with 721,799 reactions and 888 catalyst types from USPTO. (1) Reactant: [OH-].[Na+].C[O:4][C:5](=[O:40])[CH2:6][C:7]1[CH:8]=[N:9][CH:10]=[C:11]([C:13]2[CH:18]=[CH:17][C:16]([C:19]([CH2:37][CH3:38])([C:22]3[CH:27]=[CH:26][C:25](/[CH:28]=[CH:29]/[C:30]4([OH:35])[CH2:34][CH2:33][CH2:32][CH2:31]4)=[C:24]([CH3:36])[CH:23]=3)[CH2:20][CH3:21])=[CH:15][C:14]=2[CH3:39])[CH:12]=1.[Cl-].[NH4+]. Product: [CH2:20]([C:19]([C:16]1[CH:17]=[CH:18][C:13]([C:11]2[CH:12]=[C:7]([CH2:6][C:5]([OH:40])=[O:4])[CH:8]=[N:9][CH:10]=2)=[C:14]([CH3:39])[CH:15]=1)([C:22]1[CH:27]=[CH:26][C:25](/[CH:28]=[CH:29]/[C:30]2([OH:35])[CH2:31][CH2:32][CH2:33][CH2:34]2)=[C:24]([CH3:36])[CH:23]=1)[CH2:37][CH3:38])[CH3:21]. The catalyst class is: 5. (2) Reactant: N[C:2]1[CH:7]=[C:6]([CH3:8])[CH:5]=[CH:4][N:3]=1.[BH3-][C:10]#[N:11].[Na+].C=O.[C:15](O)(=O)C. Product: [CH3:15][N:11]([CH3:10])[C:2]1[CH:7]=[C:6]([CH3:8])[CH:5]=[CH:4][N:3]=1. The catalyst class is: 47.